From a dataset of NCI-60 drug combinations with 297,098 pairs across 59 cell lines. Regression. Given two drug SMILES strings and cell line genomic features, predict the synergy score measuring deviation from expected non-interaction effect. (1) Drug 1: CC12CCC3C(C1CCC2=O)CC(=C)C4=CC(=O)C=CC34C. Drug 2: CC1CCC2CC(C(=CC=CC=CC(CC(C(=O)C(C(C(=CC(C(=O)CC(OC(=O)C3CCCCN3C(=O)C(=O)C1(O2)O)C(C)CC4CCC(C(C4)OC)OCCO)C)C)O)OC)C)C)C)OC. Cell line: SNB-19. Synergy scores: CSS=53.5, Synergy_ZIP=-1.49, Synergy_Bliss=-1.50, Synergy_Loewe=1.76, Synergy_HSA=2.25. (2) Drug 1: CN1CCC(CC1)COC2=C(C=C3C(=C2)N=CN=C3NC4=C(C=C(C=C4)Br)F)OC. Drug 2: C1CN1P(=S)(N2CC2)N3CC3. Cell line: SF-539. Synergy scores: CSS=15.0, Synergy_ZIP=-5.90, Synergy_Bliss=-5.33, Synergy_Loewe=-5.53, Synergy_HSA=-3.83. (3) Drug 1: CN1CCC(CC1)COC2=C(C=C3C(=C2)N=CN=C3NC4=C(C=C(C=C4)Br)F)OC. Drug 2: CN1C2=C(C=C(C=C2)N(CCCl)CCCl)N=C1CCCC(=O)O.Cl. Cell line: LOX IMVI. Synergy scores: CSS=33.1, Synergy_ZIP=-2.50, Synergy_Bliss=7.01, Synergy_Loewe=9.50, Synergy_HSA=10.2.